This data is from Full USPTO retrosynthesis dataset with 1.9M reactions from patents (1976-2016). The task is: Predict the reactants needed to synthesize the given product. Given the product [CH:69]1([C:72]([N:74]2[CH2:79][CH2:78][N:77]([C:2]3[CH:7]=[CH:6][C:5]([CH2:8][N:9]([CH2:20][CH:21]([CH3:23])[CH3:22])[S:10]([CH2:13][C:14]4[CH:19]=[CH:18][CH:17]=[CH:16][CH:15]=4)(=[O:12])=[O:11])=[CH:4][CH:3]=3)[CH2:76][CH2:75]2)=[O:73])[CH2:70][CH2:71]1, predict the reactants needed to synthesize it. The reactants are: Br[C:2]1[CH:7]=[CH:6][C:5]([CH2:8][N:9]([CH2:20][CH:21]([CH3:23])[CH3:22])[S:10]([CH2:13][C:14]2[CH:19]=[CH:18][CH:17]=[CH:16][CH:15]=2)(=[O:12])=[O:11])=[CH:4][CH:3]=1.C1(P(C2CCCCC2)C2C=CC=CC=2C2C(OC(C)C)=CC=CC=2OC(C)C)CCCCC1.COC(C)(C)C.CC(C)([O-])C.[Na+].[CH:69]1([C:72]([N:74]2[CH2:79][CH2:78][NH:77][CH2:76][CH2:75]2)=[O:73])[CH2:71][CH2:70]1.